Dataset: Forward reaction prediction with 1.9M reactions from USPTO patents (1976-2016). Task: Predict the product of the given reaction. Given the reactants [CH2:1]([NH2:4])[CH:2]=[CH2:3].C(N(CC)C(C)C)(C)C.[C:14](O[C:14]([O:16][C:17]([CH3:20])([CH3:19])[CH3:18])=[O:15])([O:16][C:17]([CH3:20])([CH3:19])[CH3:18])=[O:15], predict the reaction product. The product is: [CH2:1]([NH:4][C:14](=[O:15])[O:16][C:17]([CH3:20])([CH3:19])[CH3:18])[CH:2]=[CH2:3].